From a dataset of Peptide-MHC class I binding affinity with 185,985 pairs from IEDB/IMGT. Regression. Given a peptide amino acid sequence and an MHC pseudo amino acid sequence, predict their binding affinity value. This is MHC class I binding data. (1) The peptide sequence is QLTPHTKAV. The MHC is HLA-B07:02 with pseudo-sequence HLA-B07:02. The binding affinity (normalized) is 0.104. (2) The peptide sequence is DPMVIENGIL. The MHC is HLA-B53:01 with pseudo-sequence HLA-B53:01. The binding affinity (normalized) is 0.430. (3) The peptide sequence is HTAAPWGSY. The MHC is HLA-A01:01 with pseudo-sequence HLA-A01:01. The binding affinity (normalized) is 0.945. (4) The peptide sequence is TVAHQVCPY. The MHC is HLA-A02:12 with pseudo-sequence HLA-A02:12. The binding affinity (normalized) is 0.0847.